Predict the reaction yield, written as a fraction of the theoretical maximum amount of product (1.0 means a 100% yield; for example, 0.34 means a 34% yield). From a dataset of Reaction yield outcomes from USPTO patents with 853,638 reactions. (1) The reactants are [Br:1][C:2]1[CH:3]=[C:4]([C:8]2[N:12]([CH2:13][CH2:14][O:15][CH2:16][Si:17]([CH3:20])([CH3:19])[CH3:18])[N:11]=[CH:10][C:9]=2[NH2:21])[CH:5]=[CH:6][CH:7]=1.[N:22]1[N:26]2[CH:27]=[CH:28][CH:29]=[N:30][C:25]2=[C:24]([C:31](Cl)=[O:32])[CH:23]=1. The catalyst is O1CCCC1. The product is [Br:1][C:2]1[CH:3]=[C:4]([C:8]2[N:12]([CH2:13][CH2:14][O:15][CH2:16][Si:17]([CH3:18])([CH3:20])[CH3:19])[N:11]=[CH:10][C:9]=2[NH:21][C:31]([C:24]2[CH:23]=[N:22][N:26]3[CH:27]=[CH:28][CH:29]=[N:30][C:25]=23)=[O:32])[CH:5]=[CH:6][CH:7]=1. The yield is 0.990. (2) The reactants are [F:1][C:2]1[CH:7]=[CH:6][CH:5]=[C:4]([N+:8]([O-:10])=[O:9])[C:3]=1[CH3:11].C[O:13]C(OC)N(C)C. The catalyst is O.CN(C=O)C. The product is [F:1][C:2]1[CH:7]=[CH:6][CH:5]=[C:4]([N+:8]([O-:10])=[O:9])[C:3]=1[CH:11]=[O:13]. The yield is 0.230. (3) The reactants are [Cl:1][C:2]1[C:7]([Cl:8])=[CH:6][CH:5]=[CH:4][C:3]=1[C:9]1[CH:10]=[C:11]2[C:16]3=[C:17]([C@H:19]4[CH2:24][NH:23][CH2:22][CH2:21][C@H:20]4[N:15]3[CH2:14][CH2:13][CH2:12]2)[CH:18]=1.[CH:25](N(CC)C(C)C)([CH3:27])[CH3:26].BrCCC. The catalyst is O1CCOCC1. The product is [Cl:1][C:2]1[C:7]([Cl:8])=[CH:6][CH:5]=[CH:4][C:3]=1[C:9]1[CH:10]=[C:11]2[C:16]3=[C:17]([C@H:19]4[CH2:24][N:23]([CH2:26][CH2:25][CH3:27])[CH2:22][CH2:21][C@H:20]4[N:15]3[CH2:14][CH2:13][CH2:12]2)[CH:18]=1. The yield is 0.820. (4) The reactants are [F:1][C:2]([C:14]([F:17])([F:16])[F:15])([C:10]([F:13])([F:12])[F:11])[CH2:3][CH2:4][CH2:5][S:6](Cl)(=[O:8])=[O:7].[CH3:18][N:19]([CH3:24])[CH2:20][CH2:21][CH2:22][NH2:23]. The catalyst is C(Cl)(Cl)Cl. The product is [CH3:18][N:19]([CH3:24])[CH2:20][CH2:21][CH2:22][NH:23][S:6]([CH2:5][CH2:4][CH2:3][C:2]([F:1])([C:14]([F:17])([F:16])[F:15])[C:10]([F:13])([F:12])[F:11])(=[O:8])=[O:7]. The yield is 0.930. (5) The reactants are [Cl:1][C:2]1[N:7]=[C:6]([CH2:8][C:9]([C:11]2[C:12]([O:24][CH3:25])=[C:13]([NH:17][C:18](=[O:23])[O:19][CH2:20][CH:21]=[CH2:22])[CH:14]=[CH:15][CH:16]=2)=O)[CH:5]=[CH:4][N:3]=1.C1C(=O)N(Br)C(=O)C1.[CH3:34][CH:35]([CH3:39])[C:36](=[S:38])[NH2:37]. The catalyst is C(Cl)Cl.CS(C)=O.CCOC(C)=O. The product is [Cl:1][C:2]1[N:7]=[C:6]([C:8]2[S:38][C:36]([CH:35]([CH3:39])[CH3:34])=[N:37][C:9]=2[C:11]2[C:12]([O:24][CH3:25])=[C:13]([NH:17][C:18](=[O:23])[O:19][CH2:20][CH:21]=[CH2:22])[CH:14]=[CH:15][CH:16]=2)[CH:5]=[CH:4][N:3]=1. The yield is 0.638. (6) The reactants are C[O:2][C:3](=O)[CH2:4][C:5]([CH3:7])=[O:6].[H-].[Na+].[Li]CCCC.[CH:16]1([C:21](=[O:34])[CH2:22][CH2:23][C:24]2[CH:29]=[CH:28][C:27]([O:30][CH3:31])=[CH:26][C:25]=2[O:32][CH3:33])[CH2:20][CH2:19][CH2:18][CH2:17]1. The catalyst is C1COCC1. The product is [CH:16]1([C:21]2([CH2:22][CH2:23][C:24]3[CH:29]=[CH:28][C:27]([O:30][CH3:31])=[CH:26][C:25]=3[O:32][CH3:33])[O:34][C:3](=[O:2])[CH2:4][C:5](=[O:6])[CH2:7]2)[CH2:20][CH2:19][CH2:18][CH2:17]1. The yield is 0.520. (7) The reactants are Br[CH2:2][C:3]([C:5]1[CH:10]=[C:9]([F:11])[C:8]([O:12][CH3:13])=[C:7]([F:14])[CH:6]=1)=O.[NH2:15][C:16]([NH2:18])=[S:17].C([O-])(O)=O.[Na+]. The catalyst is CCO. The product is [F:14][C:7]1[CH:6]=[C:5]([C:3]2[N:15]=[C:16]([NH2:18])[S:17][CH:2]=2)[CH:10]=[C:9]([F:11])[C:8]=1[O:12][CH3:13]. The yield is 0.840. (8) The reactants are C(=O)([O-])[O-].[Cs+].[Cs+].Cl.[CH2:8]1[C:13]2([CH2:18][CH2:17][N:16]([C:19]([O:21][C:22]([CH3:25])([CH3:24])[CH3:23])=[O:20])[CH2:15][CH2:14]2)[CH2:12][NH:11][CH2:10][CH2:9]1.Br[CH2:27][CH2:28][C:29]#[CH:30]. The catalyst is C(#N)C. The product is [CH2:30]([N:11]1[CH2:12][C:13]2([CH2:14][CH2:15][N:16]([C:19]([O:21][C:22]([CH3:25])([CH3:24])[CH3:23])=[O:20])[CH2:17][CH2:18]2)[CH2:8][CH2:9][CH2:10]1)[CH2:29][C:28]#[CH:27]. The yield is 0.980. (9) The reactants are C(=O)(OC(C)(C)C)[O:2][CH2:3][CH2:4][CH:5]1[CH2:10][O:9][C:8]2[CH:11]=[C:12]([Br:15])[CH:13]=[N:14][C:7]=2[NH:6]1.[OH-].[Na+]. The catalyst is CO. The product is [Br:15][C:12]1[CH:13]=[N:14][C:7]2[NH:6][CH:5]([CH2:4][CH2:3][OH:2])[CH2:10][O:9][C:8]=2[CH:11]=1. The yield is 0.920. (10) The reactants are Cl[CH2:2][CH2:3][CH2:4][O:5][C:6]1[CH:7]=[N:8][CH:9]=[CH:10][CH:11]=1.[CH2:12]([NH2:14])[CH3:13]. The catalyst is CO.O1CCCC1. The product is [CH2:12]([NH:14][CH2:2][CH2:3][CH2:4][O:5][C:6]1[CH:7]=[N:8][CH:9]=[CH:10][CH:11]=1)[CH3:13]. The yield is 0.381.